The task is: Predict the reactants needed to synthesize the given product.. This data is from Full USPTO retrosynthesis dataset with 1.9M reactions from patents (1976-2016). The reactants are: NC1N=C(C2SC3C=CC(OC4C=C(O)C=CC=4)=CC=3C=2C)C=CN=1.C[O:27][C:28]1[CH:29]=[C:30]([CH:49]=[CH:50][CH:51]=1)[CH2:31][C:32]1[CH:48]=[CH:47][C:35]2[S:36][C:37]([C:40]3[CH:45]=[CH:44][N:43]=[C:42]([NH2:46])[N:41]=3)=[C:38]([CH3:39])[C:34]=2[CH:33]=1.COC1C=C(C=CC=1)OC1C=CC2SC(C3C=CN=C(N)N=3)=C(C)C=2C=1. Given the product [NH2:46][C:42]1[N:41]=[C:40]([C:37]2[S:36][C:35]3[CH:47]=[CH:48][C:32]([CH2:31][C:30]4[CH:29]=[C:28]([OH:27])[CH:51]=[CH:50][CH:49]=4)=[CH:33][C:34]=3[C:38]=2[CH3:39])[CH:45]=[CH:44][N:43]=1, predict the reactants needed to synthesize it.